From a dataset of Forward reaction prediction with 1.9M reactions from USPTO patents (1976-2016). Predict the product of the given reaction. (1) Given the reactants [F:1][C:2]([F:20])([F:19])[C:3](=O)[CH2:4][C:5]([C:7]1[CH:12]=[CH:11][C:10]([N:13]2[CH:17]=[CH:16][CH:15]=[N:14]2)=[CH:9][CH:8]=1)=O.[N+]([O-])(O)=O.[N+]([O-])(O)=O.[CH3:29][O:30][C:31]1[CH:32]=[C:33]([NH:43][C:44]([NH2:46])=[NH:45])[CH:34]=[CH:35][C:36]=1[N:37]1[CH:41]=[C:40]([CH3:42])[N:39]=[CH:38]1, predict the reaction product. The product is: [CH3:29][O:30][C:31]1[CH:32]=[C:33]([NH:43][C:44]2[N:45]=[C:5]([C:7]3[CH:12]=[CH:11][C:10]([N:13]4[CH:17]=[CH:16][CH:15]=[N:14]4)=[CH:9][CH:8]=3)[CH:4]=[C:3]([C:2]([F:20])([F:19])[F:1])[N:46]=2)[CH:34]=[CH:35][C:36]=1[N:37]1[CH:41]=[C:40]([CH3:42])[N:39]=[CH:38]1. (2) Given the reactants [CH:1]1[CH:2]=[CH:3][C:4]2[NH:11][C:9](=[O:10])[CH:8]=[C:7]([CH2:12][CH:13]([NH:17][C:18]([C:20]3[CH:21]=[CH:22][C:23]([Cl:26])=[CH:24][CH:25]=3)=[O:19])[C:14]([OH:16])=[O:15])[C:5]=2[CH:6]=1.Br[CH2:28][CH2:29][NH:30][C:31]([NH2:33])=[O:32], predict the reaction product. The product is: [Cl:26][C:23]1[CH:24]=[CH:25][C:20]([C:18]([NH:17][CH:13]([CH2:12][C:7]2[C:5]3[C:4](=[CH:3][CH:2]=[CH:1][CH:6]=3)[NH:11][C:9](=[O:10])[CH:8]=2)[C:14]([O:16][CH2:28][CH2:29][NH:30][C:31]([NH2:33])=[O:32])=[O:15])=[O:19])=[CH:21][CH:22]=1.